From a dataset of Catalyst prediction with 721,799 reactions and 888 catalyst types from USPTO. Predict which catalyst facilitates the given reaction. (1) Reactant: C(=O)([O-])[O-].[K+].[K+].Br[CH:8]([C:14]([O:16][CH2:17][CH3:18])=[O:15])[C:9]([O:11][CH2:12][CH3:13])=[O:10].[CH2:19]([N:26]1[CH2:31][CH2:30][NH:29][CH2:28][CH2:27]1)[C:20]1[CH:25]=[CH:24][CH:23]=[CH:22][CH:21]=1. Product: [CH2:19]([N:26]1[CH2:31][CH2:30][N:29]([CH:8]([C:14]([O:16][CH2:17][CH3:18])=[O:15])[C:9]([O:11][CH2:12][CH3:13])=[O:10])[CH2:28][CH2:27]1)[C:20]1[CH:21]=[CH:22][CH:23]=[CH:24][CH:25]=1. The catalyst class is: 10. (2) Reactant: [CH2:1]([O:3][C:4](=[O:9])[C:5]([CH2:7][OH:8])=[CH2:6])[CH3:2].N1C=CN=C1.[Si:15](Cl)([C:18]([CH3:21])([CH3:20])[CH3:19])([CH3:17])[CH3:16].CN(C=O)C. Product: [Si:15]([O:8][CH2:7][C:5](=[CH2:6])[C:4]([O:3][CH2:1][CH3:2])=[O:9])([C:18]([CH3:21])([CH3:20])[CH3:19])([CH3:17])[CH3:16]. The catalyst class is: 25. (3) Reactant: [Cl:1][C:2]1[CH:3]=[C:4]([CH:8]=[CH:9][CH:10]=1)[C:5](O)=[O:6].CCN=C=NCCC[N:19]([CH3:21])C.Cl.Cl.CN([CH:27]=[O:28])C. Product: [Cl:1][C:2]1[CH:3]=[C:4]([CH:8]=[CH:9][CH:10]=1)[C:5]([N:19]([O:28][CH3:27])[CH3:21])=[O:6]. The catalyst class is: 6. (4) Reactant: [C:1]([NH:4][C:5]1[CH:6]=[C:7]([OH:11])[CH:8]=[CH:9][CH:10]=1)(=[O:3])[CH3:2].[H-].[Na+].[C:14]([O:18][C:19]([N:21]1[CH2:30][CH2:29][C:28]2[C:23](=[CH:24][C:25]([NH:31][C:32]3[C:37]([N+:38]([O-:40])=[O:39])=[CH:36][N:35]=[C:34](Cl)[CH:33]=3)=[CH:26][CH:27]=2)[CH2:22]1)=[O:20])([CH3:17])([CH3:16])[CH3:15].CN(C=O)C. Product: [C:14]([O:18][C:19]([N:21]1[CH2:30][CH2:29][C:28]2[C:23](=[CH:24][C:25]([NH:31][C:32]3[C:37]([N+:38]([O-:40])=[O:39])=[CH:36][N:35]=[C:34]([O:11][C:7]4[CH:8]=[CH:9][CH:10]=[C:5]([NH:4][C:1](=[O:3])[CH3:2])[CH:6]=4)[CH:33]=3)=[CH:26][CH:27]=2)[CH2:22]1)=[O:20])([CH3:17])([CH3:15])[CH3:16]. The catalyst class is: 1. (5) Reactant: C[O-].[Na+].[CH3:4][O:5][C:6]1[CH:14]=[CH:13][CH:12]=[C:11]2[C:7]=1[C:8]([CH2:15][C:16]#[N:17])=[CH:9][NH:10]2.[N:18]1[CH:23]=[CH:22][CH:21]=[C:20]([CH:24]=O)[CH:19]=1.C(OCC)C. Product: [CH3:4][O:5][C:6]1[CH:14]=[CH:13][CH:12]=[C:11]2[C:7]=1[C:8](/[C:15](=[CH:24]/[C:20]1[CH:19]=[N:18][CH:23]=[CH:22][CH:21]=1)/[C:16]#[N:17])=[CH:9][NH:10]2. The catalyst class is: 511. (6) Reactant: [Cl:1][C:2]1[CH:7]=[CH:6][CH:5]=[C:4]([Cl:8])[C:3]=1[C:9]1[CH:19]=[C:18]([CH3:20])[C:12]2[N:13]=[C:14]([NH2:17])[N:15]=[N:16][C:11]=2[CH:10]=1.Br[C:22]1[CH:27]=[CH:26][C:25]([S:28]([N:31]([CH:39]([CH3:41])C)[CH2:32][CH2:33][N:34]2CCCC2)(=[O:30])=[O:29])=[CH:24][CH:23]=1.C(=O)([O-])[O-].[Cs+].[Cs+].C1(P(C2C=CC=CC=2)C2C3OC4C(=CC=CC=4P(C4C=CC=CC=4)C4C=CC=CC=4)C(C)(C)C=3C=CC=2)C=CC=CC=1. Product: [ClH:1].[Cl:1][C:2]1[CH:7]=[CH:6][CH:5]=[C:4]([Cl:8])[C:3]=1[C:9]1[CH:19]=[C:18]([CH3:20])[C:12]2[N:13]=[C:14]([NH:17][C:22]3[CH:23]=[CH:24][C:25]([S:28]([N:31]4[CH2:32][CH2:33][NH:34][CH2:41][CH2:39]4)(=[O:29])=[O:30])=[CH:26][CH:27]=3)[N:15]=[N:16][C:11]=2[CH:10]=1. The catalyst class is: 110. (7) Reactant: [CH3:1][O:2][C:3]1[C:4]([NH2:9])=[CH:5][CH:6]=[CH:7][CH:8]=1.[H-].[Na+].F[C:13]1[CH:18]=[CH:17][CH:16]=[CH:15][C:14]=1[N+:19]([O-:21])=[O:20]. Product: [CH3:1][O:2][C:3]1[CH:8]=[CH:7][CH:6]=[CH:5][C:4]=1[NH:9][C:13]1[CH:18]=[CH:17][CH:16]=[CH:15][C:14]=1[N+:19]([O-:21])=[O:20]. The catalyst class is: 3.